The task is: Predict the product of the given reaction.. This data is from Forward reaction prediction with 1.9M reactions from USPTO patents (1976-2016). (1) Given the reactants [NH2:1][C:2]1[C:13]([F:14])=[CH:12][CH:11]=[CH:10][C:3]=1[C:4]([NH:6][CH2:7][C:8]#[CH:9])=[O:5].[Cl:15][C:16]1[N:21]=[C:20](Cl)[C:19]([Cl:23])=[CH:18][N:17]=1, predict the reaction product. The product is: [Cl:15][C:16]1[N:21]=[C:20]([NH:1][C:2]2[C:13]([F:14])=[CH:12][CH:11]=[CH:10][C:3]=2[C:4]([NH:6][CH2:7][C:8]#[CH:9])=[O:5])[C:19]([Cl:23])=[CH:18][N:17]=1. (2) Given the reactants [CH:1](=O)/[CH:2]=[CH:3]/[C:4]1[CH:9]=[CH:8][CH:7]=[CH:6][CH:5]=1.[CH3:11][C:12]([C:14]1[CH:19]=[CH:18][C:17]([O:20][CH3:21])=[CH:16][CH:15]=1)=[O:13].[OH-].[Na+], predict the reaction product. The product is: [CH3:21][O:20][C:17]1[CH:18]=[CH:19][C:14]([C:12](=[O:13])[CH:11]=[CH:1][CH:2]=[CH:3][C:4]2[CH:9]=[CH:8][CH:7]=[CH:6][CH:5]=2)=[CH:15][CH:16]=1. (3) Given the reactants C1C=C(Cl)C=C(C(OO)=[O:9])C=1.[Br:12][C:13]1[CH:14]=[N:15][CH:16]=[C:17]([CH:22]=1)[C:18]([O:20][CH3:21])=[O:19], predict the reaction product. The product is: [Br:12][C:13]1[CH:14]=[N+:15]([O-:9])[CH:16]=[C:17]([CH:22]=1)[C:18]([O:20][CH3:21])=[O:19]. (4) Given the reactants [CH3:1][O:2][C:3](=[O:14])[CH2:4][C:5]([C:7]1[CH:12]=[CH:11][C:10]([F:13])=[CH:9][CH:8]=1)=[O:6].S(Cl)([Cl:18])(=O)=O, predict the reaction product. The product is: [CH3:1][O:2][C:3](=[O:14])[CH:4]([Cl:18])[C:5]([C:7]1[CH:8]=[CH:9][C:10]([F:13])=[CH:11][CH:12]=1)=[O:6].